Dataset: Full USPTO retrosynthesis dataset with 1.9M reactions from patents (1976-2016). Task: Predict the reactants needed to synthesize the given product. (1) The reactants are: [Cl:1][C:2]1[CH:7]=[C:6](/[CH:8]=[CH:9]/[CH:10]([C:15]2[CH:20]=[C:19]([Cl:21])[C:18]([Cl:22])=[C:17]([Cl:23])[CH:16]=2)[C:11]([F:14])([F:13])[F:12])[CH:5]=[CH:4][C:3]=1[CH2:24][NH2:25].[CH3:26][N:27]([CH3:31])[C:28](Cl)=[O:29]. Given the product [Cl:1][C:2]1[CH:7]=[C:6](/[CH:8]=[CH:9]/[CH:10]([C:15]2[CH:20]=[C:19]([Cl:21])[C:18]([Cl:22])=[C:17]([Cl:23])[CH:16]=2)[C:11]([F:14])([F:13])[F:12])[CH:5]=[CH:4][C:3]=1[CH2:24][NH:25][C:28](=[O:29])[N:27]([CH3:31])[CH3:26], predict the reactants needed to synthesize it. (2) Given the product [NH2:38][C:36]([C:31]1[CH:32]=[N:33][C:34]2[C:29]([C:30]=1[NH:1][C:2]1[CH:3]=[C:4]([CH:8]=[C:9]([CH:11]([CH3:15])[CH:12]([CH3:14])[CH3:13])[CH:10]=1)[C:5]([OH:7])=[O:6])=[CH:28][CH:27]=[C:26]([C:21]1[C:22]([O:24][CH3:25])=[N:23][C:18]([O:17][CH3:16])=[N:19][CH:20]=1)[CH:35]=2)=[O:37], predict the reactants needed to synthesize it. The reactants are: [NH2:1][C:2]1[CH:3]=[C:4]([CH:8]=[C:9]([CH:11]([CH3:15])[CH:12]([CH3:14])[CH3:13])[CH:10]=1)[C:5]([OH:7])=[O:6].[CH3:16][O:17][C:18]1[N:23]=[C:22]([O:24][CH3:25])[C:21]([C:26]2[CH:35]=[C:34]3[C:29]([C:30](Cl)=[C:31]([C:36]([NH2:38])=[O:37])[CH:32]=[N:33]3)=[CH:28][CH:27]=2)=[CH:20][N:19]=1. (3) The reactants are: [O:1]1[CH:5]=[CH:4][CH:3]=[C:2]1[C:6]1[N:10]([C:11]2[CH:16]=[CH:15][C:14]([O:17][CH3:18])=[CH:13][CH:12]=2)[N:9]=[C:8]([C:19]([O:21]C(C)(C)C)=[O:20])[CH:7]=1.FC(F)(F)C(O)=O. Given the product [O:1]1[CH:5]=[CH:4][CH:3]=[C:2]1[C:6]1[N:10]([C:11]2[CH:12]=[CH:13][C:14]([O:17][CH3:18])=[CH:15][CH:16]=2)[N:9]=[C:8]([C:19]([OH:21])=[O:20])[CH:7]=1, predict the reactants needed to synthesize it.